From a dataset of Reaction yield outcomes from USPTO patents with 853,638 reactions. Predict the reaction yield, written as a fraction of the theoretical maximum amount of product (1.0 means a 100% yield; for example, 0.34 means a 34% yield). (1) The reactants are Cl.[CH3:2][CH:3]1[CH2:9][CH2:8][O:7][CH2:6][CH2:5][NH:4]1.Cl[C:11]1[N:16]([CH3:17])[C:15](=[O:18])[CH:14]=[C:13]([C:19]2[CH:24]=[CH:23][N:22]=[CH:21][N:20]=2)[N:12]=1.C(N(CC)CC)C.O. The catalyst is O1CCCC1. The product is [CH3:2][CH:3]1[CH2:9][CH2:8][O:7][CH2:6][CH2:5][N:4]1[C:11]1[N:16]([CH3:17])[C:15](=[O:18])[CH:14]=[C:13]([C:19]2[CH:24]=[CH:23][N:22]=[CH:21][N:20]=2)[N:12]=1. The yield is 0.220. (2) The reactants are [O-:1][S:2]([C:5]([F:8])([F:7])[F:6])(=[O:4])=[O:3].[CH3:9][N:10]([CH3:23])[C:11]1[CH:12]=[C:13]2[C:18](=[CH:19][CH:20]=1)[N+:17]([CH3:21])=[C:16]([CH3:22])[CH:15]=[CH:14]2.[CH3:24][N:25]([CH3:34])[C:26]1[CH:33]=[CH:32][C:29]([CH:30]=O)=[CH:28][CH:27]=1. The catalyst is CO.N1CCCCC1. The product is [O-:4][S:2]([C:5]([F:8])([F:7])[F:6])(=[O:3])=[O:1].[CH3:9][N:10]([CH3:23])[C:11]1[CH:12]=[C:13]2[C:18](=[CH:19][CH:20]=1)[N+:17]([CH3:21])=[C:16](/[CH:22]=[CH:30]/[C:29]1[CH:32]=[CH:33][C:26]([N:25]([CH3:34])[CH3:24])=[CH:27][CH:28]=1)[CH:15]=[CH:14]2. The yield is 0.370. (3) The reactants are [NH:1]1[CH2:9][CH2:8][CH:4]([C:5]([OH:7])=[O:6])[CH2:3][CH2:2]1.C(=O)([O-])ON1C(=O)CC([CH2:18][CH:19]2[C:31]3[CH:30]=[CH:29][CH:28]=[CH:27][C:26]=3[C:25]3[C:20]2=[CH:21][CH:22]=[CH:23][CH:24]=3)C1=O.[C:35](=O)([O-:37])[O-:36].[Na+].[Na+].O1CCOCC1. The product is [C:35]([N:1]1[CH2:9][CH2:8][CH:4]([C:5]([OH:7])=[O:6])[CH2:3][CH2:2]1)([O:37][CH2:18][CH:19]1[C:31]2[C:26](=[CH:27][CH:28]=[CH:29][CH:30]=2)[C:25]2[C:20]1=[CH:21][CH:22]=[CH:23][CH:24]=2)=[O:36]. No catalyst specified. The yield is 0.950. (4) The reactants are [NH2:1][C:2]1[N:6]([CH3:7])[C:5](=[O:8])[C:4]([C:21]2[CH:26]=[CH:25][C:24]([F:27])=[C:23](Br)[CH:22]=2)([C:9]2[CH:14]=[CH:13][CH:12]=[C:11]([S:15]([F:20])([F:19])([F:18])([F:17])[F:16])[CH:10]=2)[N:3]=1.CC1(C)C(C)(C)OB([C:37]2[CH:38]=[N:39][CH:40]=[C:41]([CH:44]=2)[C:42]#[N:43])O1. No catalyst specified. The product is [NH2:1][C:2]1[N:6]([CH3:7])[C:5](=[O:8])[C:4]([C:21]2[CH:26]=[CH:25][C:24]([F:27])=[C:23]([C:37]3[CH:38]=[N:39][CH:40]=[C:41]([CH:44]=3)[C:42]#[N:43])[CH:22]=2)([C:9]2[CH:14]=[CH:13][CH:12]=[C:11]([S:15]([F:20])([F:19])([F:18])([F:17])[F:16])[CH:10]=2)[N:3]=1. The yield is 0.310. (5) The reactants are [CH3:1][C:2]1[CH:7]=[CH:6][C:5]([NH:8][C:9]2[CH:17]=[C:16]([C:18]([OH:20])=O)[C:15]([NH:21][C:22]3[CH:27]=[CH:26][C:25]([CH3:28])=[CH:24][CH:23]=3)=[CH:14][C:10]=2[C:11]([OH:13])=O)=[CH:4][CH:3]=1. The catalyst is O. The product is [CH3:28][C:25]1[CH:26]=[CH:27][C:22]2[NH:21][C:15]3[C:16]([C:18](=[O:20])[C:23]=2[CH:24]=1)=[CH:17][C:9]1[NH:8][C:5]2[CH:6]=[CH:7][C:2]([CH3:1])=[CH:3][C:4]=2[C:11](=[O:13])[C:10]=1[CH:14]=3. The yield is 0.920. (6) The reactants are [F:1][C:2]1[CH:3]=[C:4]([NH2:26])[C:5]([NH:9][CH:10]2[CH2:15][CH2:14][N:13]([C@H:16]3[CH2:21][CH2:20][C@H:19]([O:22][CH2:23][CH2:24][CH3:25])[CH2:18][CH2:17]3)[CH2:12][CH2:11]2)=[CH:6][C:7]=1[CH3:8].C(N(C(C)C)CC)(C)C.[Cl:36][C:37](Cl)([O:39]C(=O)OC(Cl)(Cl)Cl)Cl.C([O-])(O)=O.[Na+]. The catalyst is ClCCl.O. The product is [ClH:36].[F:1][C:2]1[C:7]([CH3:8])=[CH:6][C:5]2[N:9]([CH:10]3[CH2:15][CH2:14][N:13]([C@H:16]4[CH2:21][CH2:20][C@H:19]([O:22][CH2:23][CH2:24][CH3:25])[CH2:18][CH2:17]4)[CH2:12][CH2:11]3)[C:37](=[O:39])[NH:26][C:4]=2[CH:3]=1. The yield is 0.530. (7) The reactants are [C:1]1([S:7]([O:10][C:11]2[CH:21]=[CH:20][C:14]3[S:15][CH:16]=[C:17]([CH2:18][OH:19])[C:13]=3[CH:12]=2)(=[O:9])=[O:8])[CH:6]=[CH:5][CH:4]=[CH:3][CH:2]=1.C1(S(OC2C=CC(SCC#C)=CC=2)(=O)=[O:29])C=CC=CC=1.Cl[O-].[Na+].S(=O)(=O)(O)O.S([O-])([O-])=O.[Na+].[Na+].Cl([O-])=O.[Na+].OO. The catalyst is C(#N)C.O.CC1(C)N([O])C(C)(C)CCC1. The product is [C:1]1([S:7]([O:10][C:11]2[CH:21]=[CH:20][C:14]3[S:15][CH:16]=[C:17]([C:18]([OH:29])=[O:19])[C:13]=3[CH:12]=2)(=[O:8])=[O:9])[CH:6]=[CH:5][CH:4]=[CH:3][CH:2]=1. The yield is 0.517. (8) The reactants are [CH3:1][C:2]1[CH:7]=[CH:6][N:5]=[C:4]([O:8][C:9]2[CH:10]=[C:11]([CH2:15]O)[CH:12]=[CH:13][CH:14]=2)[CH:3]=1.S(Cl)([Cl:19])=O.C(=O)(O)[O-].[Na+]. The catalyst is ClCCl. The product is [Cl:19][CH2:15][C:11]1[CH:10]=[C:9]([CH:14]=[CH:13][CH:12]=1)[O:8][C:4]1[CH:3]=[C:2]([CH3:1])[CH:7]=[CH:6][N:5]=1. The yield is 0.990. (9) The reactants are [NH2:1][C:2]1[CH:7]=[CH:6][CH:5]=[CH:4][CH:3]=1.[Li].[CH2:9](I)[CH3:10].[NH4+].[Cl-]. The catalyst is CN1C(=O)N(C)CCC1.C1COCC1.COC(C)(C)C. The product is [CH2:9]([NH:1][C:2]1[CH:7]=[CH:6][CH:5]=[CH:4][CH:3]=1)[CH3:10]. The yield is 0.870. (10) The reactants are Br[C:2]1[CH:3]=[C:4]([CH:8]([C:23]2([OH:29])[CH2:28][CH2:27][CH2:26][CH2:25][CH2:24]2)[CH2:9][N:10]2[CH2:15][CH2:14][N:13]([C:16]([O:18][C:19]([CH3:22])([CH3:21])[CH3:20])=[O:17])[CH2:12][CH2:11]2)[CH:5]=[CH:6][CH:7]=1.[Cl:30][C:31]1[CH:32]=[C:33](B(O)O)[CH:34]=[CH:35][C:36]=1[Cl:37].C(=O)([O-])[O-].[Na+].[Na+]. The catalyst is COCCOC.C1C=CC([P]([Pd]([P](C2C=CC=CC=2)(C2C=CC=CC=2)C2C=CC=CC=2)([P](C2C=CC=CC=2)(C2C=CC=CC=2)C2C=CC=CC=2)[P](C2C=CC=CC=2)(C2C=CC=CC=2)C2C=CC=CC=2)(C2C=CC=CC=2)C2C=CC=CC=2)=CC=1. The product is [Cl:30][C:31]1[CH:32]=[C:33]([C:2]2[CH:7]=[CH:6][CH:5]=[C:4]([CH:8]([C:23]3([OH:29])[CH2:28][CH2:27][CH2:26][CH2:25][CH2:24]3)[CH2:9][N:10]3[CH2:15][CH2:14][N:13]([C:16]([O:18][C:19]([CH3:20])([CH3:22])[CH3:21])=[O:17])[CH2:12][CH2:11]3)[CH:3]=2)[CH:34]=[CH:35][C:36]=1[Cl:37]. The yield is 0.670.